The task is: Regression/Classification. Given a drug SMILES string, predict its absorption, distribution, metabolism, or excretion properties. Task type varies by dataset: regression for continuous measurements (e.g., permeability, clearance, half-life) or binary classification for categorical outcomes (e.g., BBB penetration, CYP inhibition). For this dataset (solubility_aqsoldb), we predict Y.. This data is from Aqueous solubility values for 9,982 compounds from the AqSolDB database. (1) The Y is -3.90 log mol/L. The molecule is COC(=O)c1ccccc1S(=O)(=O)NC(=O)N(C)c1nc(C)nc(OC)n1. (2) The drug is CCCCCCCCCC. The Y is -6.44 log mol/L.